This data is from Catalyst prediction with 721,799 reactions and 888 catalyst types from USPTO. The task is: Predict which catalyst facilitates the given reaction. Reactant: [CH3:1][CH:2]1[CH2:5][CH:4]([C:6]([OH:8])=O)[CH2:3]1.C(Cl)(=O)C(Cl)=O.[Cl:15][C:16]1[CH:17]=[C:18]([CH2:33][N:34]2[CH2:39][CH2:38][NH:37][C@@H:36]([CH3:40])[CH2:35]2)[C:19]([CH3:32])=[C:20]([NH:22][C:23](=[O:31])[C:24]2[CH:29]=[CH:28][C:27]([CH3:30])=[N:26][CH:25]=2)[CH:21]=1.CCN(CC)CC. Product: [Cl:15][C:16]1[CH:17]=[C:18]([CH2:33][N:34]2[CH2:39][CH2:38][N:37]([C:6]([C@H:4]3[CH2:3][C@H:2]([CH3:1])[CH2:5]3)=[O:8])[C@@H:36]([CH3:40])[CH2:35]2)[C:19]([CH3:32])=[C:20]([NH:22][C:23](=[O:31])[C:24]2[CH:29]=[CH:28][C:27]([CH3:30])=[N:26][CH:25]=2)[CH:21]=1. The catalyst class is: 2.